Dataset: Full USPTO retrosynthesis dataset with 1.9M reactions from patents (1976-2016). Task: Predict the reactants needed to synthesize the given product. (1) The reactants are: Br[CH2:2][C:3]#[N:4].[Cl:5][C:6]1[CH:7]=[CH:8][C:9]2[CH2:10][NH:11][CH2:12][CH:13]([C:17]3[CH:22]=[CH:21][CH:20]=[CH:19][CH:18]=3)[O:14][C:15]=2[N:16]=1. Given the product [Cl:5][C:6]1[CH:7]=[CH:8][C:9]2[CH2:10][N:11]([CH2:2][C:3]#[N:4])[CH2:12][CH:13]([C:17]3[CH:22]=[CH:21][CH:20]=[CH:19][CH:18]=3)[O:14][C:15]=2[N:16]=1, predict the reactants needed to synthesize it. (2) Given the product [NH2:1][C:2]1[C:10]2[C:9]([C:11]3[CH:16]=[CH:15][C:14]([Cl:17])=[C:13]([Cl:18])[CH:12]=3)=[N:8][C:7]([C:19]([NH2:20])=[O:24])=[N:6][C:5]=2[S:4][C:3]=1[C:21]([NH2:23])=[O:22], predict the reactants needed to synthesize it. The reactants are: [NH2:1][C:2]1[C:10]2[C:9]([C:11]3[CH:16]=[CH:15][C:14]([Cl:17])=[C:13]([Cl:18])[CH:12]=3)=[N:8][C:7]([C:19]#[N:20])=[N:6][C:5]=2[S:4][C:3]=1[C:21]([NH2:23])=[O:22].[OH-:24].[Na+].OO.